From a dataset of Experimentally validated miRNA-target interactions with 360,000+ pairs, plus equal number of negative samples. Binary Classification. Given a miRNA mature sequence and a target amino acid sequence, predict their likelihood of interaction. The miRNA is hsa-miR-200b-5p with sequence CAUCUUACUGGGCAGCAUUGGA. The protein sequence of the target gene is MELTIFILRLAIYILTFPLYLLNFLGLWSWICKKWFPYFLVRFTVIYNEQMASKKRELFSNLQEFAGPSGKLSLLEVGCGTGANFKFYPPGCRVTCIDPNPNFEKFLIKSIAENRHLQFERFVVAAGENMHQVADGSVDVVVCTLVLCSVKNQERILREVCRVLRPGGAFYFMEHVAAECSTWNYFWQQVLDPAWHLLFDGCNLTRESWKALERASFSKLKLQHIQAPLSWELVRPHIYGYAVK. Result: 1 (interaction).